This data is from Catalyst prediction with 721,799 reactions and 888 catalyst types from USPTO. The task is: Predict which catalyst facilitates the given reaction. Product: [F:22][C:15]1[CH:14]=[C:13]2[C:12](=[C:21]3[C:16]=1[CH:17]=[CH:18][CH:19]=[N:20]3)[NH:11][S:8](=[O:10])(=[O:9])[C:3]1[C:4]2=[CH:5][CH:6]=[CH:7][CH:2]=1. Reactant: N[C:2]1[CH:7]=[CH:6][CH:5]=[CH:4][C:3]=1[S:8]([NH:11][C:12]1[CH:13]=[CH:14][C:15]([F:22])=[C:16]2[C:21]=1[N:20]=[CH:19][CH:18]=[CH:17]2)(=[O:10])=[O:9].N(OC(C)(C)C)=O.CC(O)=O. The catalyst class is: 1.